This data is from Full USPTO retrosynthesis dataset with 1.9M reactions from patents (1976-2016). The task is: Predict the reactants needed to synthesize the given product. (1) Given the product [I:21][C:14]1[CH:13]=[C:12]([N:8]2[CH2:9][CH2:10][N:5]([S:2]([CH3:1])(=[O:4])=[O:3])[CH2:6][CH2:7]2)[CH:17]=[C:16]([N+:18]([O-:20])=[O:19])[CH:15]=1, predict the reactants needed to synthesize it. The reactants are: [CH3:1][S:2]([N:5]1[CH2:10][CH2:9][NH:8][CH2:7][CH2:6]1)(=[O:4])=[O:3].F[C:12]1[CH:17]=[C:16]([N+:18]([O-:20])=[O:19])[CH:15]=[C:14]([I:21])[CH:13]=1. (2) The reactants are: [Br:1][C:2]1[C:3]([C:13]2[CH:18]=[CH:17][CH:16]=[CH:15][CH:14]=2)=[CH:4][C:5]2[NH:10][C:9](=S)[CH2:8][O:7][C:6]=2[N:12]=1.[F:19][CH:20]([F:25])[C:21]([NH:23][NH2:24])=O. Given the product [Br:1][C:2]1[C:3]([C:13]2[CH:18]=[CH:17][CH:16]=[CH:15][CH:14]=2)=[CH:4][C:5]2[N:10]3[C:21]([CH:20]([F:25])[F:19])=[N:23][N:24]=[C:9]3[CH2:8][O:7][C:6]=2[N:12]=1, predict the reactants needed to synthesize it. (3) Given the product [Cl:1][C:2]1[C:3]([C:10]#[N:11])=[N:4][CH:5]=[C:6]([CH:8]=[O:9])[CH:7]=1, predict the reactants needed to synthesize it. The reactants are: [Cl:1][C:2]1[C:3]([C:10]#[N:11])=[N:4][CH:5]=[C:6]([CH2:8][OH:9])[CH:7]=1.CO.